This data is from Full USPTO retrosynthesis dataset with 1.9M reactions from patents (1976-2016). The task is: Predict the reactants needed to synthesize the given product. (1) Given the product [CH2:1]([O:8][C:9]([N:11]1[CH2:15][CH:14]([OH:16])[CH2:13][CH:12]1[CH2:17][C:18]1[C:26]2[C:21](=[N:22][CH:23]=[CH:24][CH:25]=2)[NH:20][CH:19]=1)=[O:10])[C:2]1[CH:3]=[CH:4][CH:5]=[CH:6][CH:7]=1, predict the reactants needed to synthesize it. The reactants are: [CH2:1]([O:8][C:9]([N:11]1[CH2:15][CH:14]([OH:16])[CH2:13][CH:12]1[CH2:17][C:18]1[C:26]2[C:21](=[N:22][CH:23]=[CH:24][CH:25]=2)[N:20](C(=O)C)[CH:19]=1)=[O:10])[C:2]1[CH:7]=[CH:6][CH:5]=[CH:4][CH:3]=1.[OH-].[Na+]. (2) The reactants are: [O:1]1[CH2:5][CH2:4][CH2:3][CH2:2]1.[OH2:6]. Given the product [CH2:5]([OH:1])[CH2:4][CH2:3][CH2:2][OH:6].[C:5]1(=[O:6])[O:1][CH2:2][CH2:3][CH2:4]1, predict the reactants needed to synthesize it. (3) The reactants are: [CH3:1][O:2][C:3]([CH:5]1[CH2:9][C:8](=[O:10])[N:7]([C:11]2[CH:16]=[CH:15][C:14]([O:17]O)=[CH:13][CH:12]=2)[CH2:6]1)=[O:4].[F:19][C:20]1[CH:27]=[CH:26][C:23]([CH2:24]Br)=[CH:22][CH:21]=1.C(=O)([O-])[O-].[K+].[K+]. Given the product [CH3:1][O:2][C:3]([CH:5]1[CH2:9][C:8](=[O:10])[N:7]([C:11]2[CH:16]=[CH:15][C:14]([O:17][CH2:24][C:23]3[CH:26]=[CH:27][C:20]([F:19])=[CH:21][CH:22]=3)=[CH:13][CH:12]=2)[CH2:6]1)=[O:4], predict the reactants needed to synthesize it. (4) The reactants are: [F:1][C:2]1[C:11]([F:12])=[CH:10][CH:9]=[C:8]2[C:3]=1[CH:4]=[C:5]([CH:13]1[CH2:18][CH2:17][CH:16]([CH2:19][CH2:20][CH3:21])[CH2:15][CH2:14]1)[CH2:6][CH2:7]2. Given the product [F:12][C:11]1[C:2]([F:1])=[C:3]2[C:8]([CH2:7][CH2:6][CH:5]([CH:13]3[CH2:18][CH2:17][CH:16]([CH2:19][CH2:20][CH3:21])[CH2:15][CH2:14]3)[CH2:4]2)=[CH:9][CH:10]=1, predict the reactants needed to synthesize it. (5) Given the product [CH3:13][C:7]1([CH3:14])[O:8][CH2:9][C:10](=[O:12])[NH:11][C:5]2[CH:4]=[CH:3][C:2]([C:20]3[CH:21]=[CH:22][C:17]([F:16])=[CH:18][CH:19]=3)=[CH:15][C:6]1=2, predict the reactants needed to synthesize it. The reactants are: Br[C:2]1[CH:3]=[CH:4][C:5]2[NH:11][C:10](=[O:12])[CH2:9][O:8][C:7]([CH3:14])([CH3:13])[C:6]=2[CH:15]=1.[F:16][C:17]1[CH:22]=[CH:21][C:20](B(O)O)=[CH:19][CH:18]=1. (6) Given the product [CH2:1]([O:8][N:9]1[C:15](=[O:16])[N:14]2[CH2:17][C@H:10]1[CH2:11][CH2:12][C@H:13]2[C:18]([NH:21][O:22][CH2:23][CH:24]1[O:29][CH2:28][CH2:27][N:26]([C:30]([O:32][C:33]([CH3:36])([CH3:35])[CH3:34])=[O:31])[CH2:25]1)=[O:20])[C:2]1[CH:3]=[CH:4][CH:5]=[CH:6][CH:7]=1, predict the reactants needed to synthesize it. The reactants are: [CH2:1]([O:8][N:9]1[C:15](=[O:16])[N:14]2[CH2:17][C@H:10]1[CH2:11][CH2:12][C@H:13]2[C:18]([OH:20])=O)[C:2]1[CH:7]=[CH:6][CH:5]=[CH:4][CH:3]=1.[NH2:21][O:22][CH2:23][CH:24]1[O:29][CH2:28][CH2:27][N:26]([C:30]([O:32][C:33]([CH3:36])([CH3:35])[CH3:34])=[O:31])[CH2:25]1.ON1C2C=CC=CC=2N=N1.Cl.C(N=C=NCCCN(C)C)C. (7) Given the product [Cl:1][C:2]1[CH:3]=[C:4]([O:11][CH3:12])[C:5]([C:8]([O:10][CH3:18])=[O:9])=[N:6][CH:7]=1, predict the reactants needed to synthesize it. The reactants are: [Cl:1][C:2]1[CH:3]=[C:4]([O:11][CH3:12])[C:5]([C:8]([OH:10])=[O:9])=[N:6][CH:7]=1.S(=O)(=O)(O)O.[CH3:18]O.